Dataset: Catalyst prediction with 721,799 reactions and 888 catalyst types from USPTO. Task: Predict which catalyst facilitates the given reaction. (1) Product: [C:1]([C:3]1[CH:8]=[C:7]([C:9]2[NH:13][C:12]([C:14]3[CH:19]=[CH:18][CH:17]=[CH:16][CH:15]=3)=[N:11][C:10]=2[C:20]2[CH:25]=[CH:24][N:23]=[CH:22][CH:21]=2)[CH:6]=[CH:5][C:4]=1[O:26][CH2:27][CH3:28])([OH:29])=[O:2]. Reactant: [C:1](=[C:3]1[CH:8]=[C:7]([C:9]2[NH:13][C:12]([C:14]3[CH:19]=[CH:18][CH:17]=[CH:16][CH:15]=3)=[N:11][C:10]=2[C:20]2[CH:25]=[CH:24][N:23]=[CH:22][CH:21]=2)[CH:6]=[CH:5][CH:4]1[O:26][CH2:27][CH3:28])=[O:2].[OH:29]OS([O-])=O.[K+]. The catalyst class is: 3. (2) Reactant: [Cl:1][C:2]1[C:48]([F:49])=[CH:47][CH:46]=[CH:45][C:3]=1[CH2:4][NH:5][C:6](=[O:44])[N:7]([C@H:9]([CH2:27][O:28][C:29](=[O:43])[NH:30][C:31]1[O:35][N:34]=[C:33]([C:36]2[CH:41]=[CH:40][CH:39]=[C:38]([F:42])[CH:37]=2)[CH:32]=1)[CH2:10][CH2:11][C:12]([N:14]1[CH2:19][CH2:18][N:17](C(OC(C)(C)C)=O)[CH2:16][CH2:15]1)=[O:13])[CH3:8].Cl.O1CCOCC1. Product: [F:42][C:38]1[CH:37]=[C:36]([C:33]2[CH:32]=[C:31]([NH:30][C:29](=[O:43])[O:28][CH2:27][C@@H:9]([N:7]([CH3:8])[C:6]([NH:5][CH2:4][C:3]3[CH:45]=[CH:46][CH:47]=[C:48]([F:49])[C:2]=3[Cl:1])=[O:44])[CH2:10][CH2:11][C:12](=[O:13])[N:14]3[CH2:19][CH2:18][NH:17][CH2:16][CH2:15]3)[O:35][N:34]=2)[CH:41]=[CH:40][CH:39]=1. The catalyst class is: 5. (3) Reactant: C[O:2][C:3]([C:5]1[CH2:9][CH:8]([C:10]2[S:11][C:12]([Br:15])=[CH:13][CH:14]=2)[N:7]([C:16]2[CH:21]=[CH:20][CH:19]=[CH:18][C:17]=2[Cl:22])[N:6]=1)=[O:4].[OH-].[K+].CO. Product: [Br:15][C:12]1[S:11][C:10]([CH:8]2[N:7]([C:16]3[CH:21]=[CH:20][CH:19]=[CH:18][C:17]=3[Cl:22])[N:6]=[C:5]([C:3]([OH:4])=[O:2])[CH2:9]2)=[CH:14][CH:13]=1. The catalyst class is: 6. (4) Reactant: [Cl:1][C:2]1[CH:9]=[CH:8][C:5]([C:6]#[N:7])=[CH:4][CH:3]=1.Cl.[NH2:11][OH:12].CCO.CCN(C(C)C)C(C)C. Product: [Cl:1][C:2]1[CH:9]=[CH:8][C:5]([C:6](=[N:11][OH:12])[NH2:7])=[CH:4][CH:3]=1. The catalyst class is: 13. (5) Reactant: Cl[C:2]([O:4][C:5]1[CH:10]=[CH:9][C:8]([N+:11]([O-:13])=[O:12])=[CH:7][CH:6]=1)=[O:3].N1C=CC=CC=1.[C:20]([O:24][C:25]([N:27]1[CH2:32][CH2:31][N:30]([C:33]2[CH:38]=[CH:37][C:36]([NH2:39])=[CH:35][CH:34]=2)[CH2:29][CH2:28]1)=[O:26])([CH3:23])([CH3:22])[CH3:21]. Product: [C:20]([O:24][C:25]([N:27]1[CH2:32][CH2:31][N:30]([C:33]2[CH:34]=[CH:35][C:36]([NH:39][C:2]([O:4][C:5]3[CH:10]=[CH:9][C:8]([N+:11]([O-:13])=[O:12])=[CH:7][CH:6]=3)=[O:3])=[CH:37][CH:38]=2)[CH2:29][CH2:28]1)=[O:26])([CH3:23])([CH3:21])[CH3:22]. The catalyst class is: 632. (6) Reactant: [CH2:1]([NH2:4])[CH2:2][NH2:3].C(N(CC)CC)C.Cl[C:13]([C:26]1[CH:31]=[CH:30][CH:29]=[CH:28][CH:27]=1)([C:20]1[CH:25]=[CH:24][CH:23]=[CH:22][CH:21]=1)[C:14]1[CH:19]=[CH:18][CH:17]=[CH:16][CH:15]=1. Product: [C:13]([NH:3][CH2:2][CH2:1][NH2:4])([C:14]1[CH:19]=[CH:18][CH:17]=[CH:16][CH:15]=1)([C:26]1[CH:27]=[CH:28][CH:29]=[CH:30][CH:31]=1)[C:20]1[CH:21]=[CH:22][CH:23]=[CH:24][CH:25]=1. The catalyst class is: 2. (7) Reactant: [CH3:1][O:2][C:3]1[CH:25]=[CH:24][C:6]([CH2:7][N:8]2[C:14](=[O:15])[C:13]3[CH:16]=[C:17]([C:20](OC)=[O:21])[CH:18]=[CH:19][C:12]=3[O:11][CH2:10][CH2:9]2)=[CH:5][CH:4]=1.[NH2:26][OH:27].[OH-].[Na+]. Product: [OH:27][NH:26][C:20]([C:17]1[CH:18]=[CH:19][C:12]2[O:11][CH2:10][CH2:9][N:8]([CH2:7][C:6]3[CH:24]=[CH:25][C:3]([O:2][CH3:1])=[CH:4][CH:5]=3)[C:14](=[O:15])[C:13]=2[CH:16]=1)=[O:21]. The catalyst class is: 92.